This data is from Forward reaction prediction with 1.9M reactions from USPTO patents (1976-2016). The task is: Predict the product of the given reaction. (1) The product is: [CH2:1]([O:17][S:26]([CH3:25])(=[O:28])=[O:27])[CH2:2][CH2:3][CH2:4][CH2:5][CH2:6][CH2:7][CH2:8][CH2:9][CH2:10][CH2:11][CH2:12][CH2:13][CH2:14][CH2:15][CH3:16]. Given the reactants [CH2:1]([OH:17])[CH2:2][CH2:3][CH2:4][CH2:5][CH2:6][CH2:7][CH2:8][CH2:9][CH2:10][CH2:11][CH2:12][CH2:13][CH2:14][CH2:15][CH3:16].C(N(CC)CC)C.[CH3:25][S:26](Cl)(=[O:28])=[O:27], predict the reaction product. (2) Given the reactants C([O:4][C:5]1[CH:15]=[CH:14][C:8]2[O:9][C:10]([CH3:13])([CH3:12])[O:11][C:7]=2[CH:6]=1)(=O)C.[OH-].[K+].Cl, predict the reaction product. The product is: [CH3:12][C:10]1([CH3:13])[O:9][C:8]2[CH:14]=[CH:15][C:5]([OH:4])=[CH:6][C:7]=2[O:11]1. (3) Given the reactants [Cl:1][C:2]1[CH:7]=[CH:6][CH:5]=[CH:4][C:3]=1[NH:8][CH2:9][C:10]([OH:12])=[O:11].S(Cl)(Cl)=O.[CH3:17]O, predict the reaction product. The product is: [CH3:17][O:11][C:10](=[O:12])[CH2:9][NH:8][C:3]1[CH:4]=[CH:5][CH:6]=[CH:7][C:2]=1[Cl:1]. (4) Given the reactants C[N:2]([CH3:19])[CH:3]=[CH:4][C:5]([C:7]1[CH:8]=[C:9]([N:13]([CH2:17][CH3:18])[C:14](=[O:16])[CH3:15])[CH:10]=[CH:11][CH:12]=1)=O.Cl.N[C:22]1[C:26]([C:27]#[N:28])=C[NH:24][N:23]=1.Cl, predict the reaction product. The product is: [CH3:18][CH2:17][N:13]([C:14]([CH3:15])=[O:16])[C:9]1[CH:10]=[CH:11][CH:12]=[C:7]([C:5]2[N:24]3[N:23]=[CH:22][C:26]([C:27]#[N:28])=[C:19]3[N:2]=[CH:3][CH:4]=2)[CH:8]=1. (5) Given the reactants [CH3:1][O:2][C:3]1[CH:8]=[CH:7][CH:6]=[CH:5][C:4]=1[CH2:9][CH2:10][NH2:11].Cl[C:13]1[CH:18]=[C:17]([C:19]2[CH:24]=[CH:23][CH:22]=[C:21]([CH3:25])[C:20]=2[CH3:26])[N:16]=[C:15]([NH2:27])[N:14]=1, predict the reaction product. The product is: [CH3:26][C:20]1[C:21]([CH3:25])=[CH:22][CH:23]=[CH:24][C:19]=1[C:17]1[N:16]=[C:15]([NH2:27])[N:14]=[C:13]([NH:11][CH2:10][CH2:9][C:4]2[CH:5]=[CH:6][CH:7]=[CH:8][C:3]=2[O:2][CH3:1])[CH:18]=1. (6) Given the reactants [CH3:1][O:2][C:3]1[CH:37]=[C:36]([O:38][CH3:39])[CH:35]=[CH:34][C:4]=1[CH2:5][N:6]([C:29]1[S:33][N:32]=[CH:31][N:30]=1)[S:7]([C:10]1[CH:19]=[CH:18][C:17]2[C:12](=[CH:13][CH:14]=[CH:15][C:16]=2B2OC(C)(C)C(C)(C)O2)[CH:11]=1)(=[O:9])=[O:8].[Br:40][C:41]1[CH:46]=[C:45]([C:47]([F:50])([F:49])[F:48])[CH:44]=[CH:43][C:42]=1I.C(=O)([O-])[O-].[Na+].[Na+], predict the reaction product. The product is: [Br:40][C:41]1[CH:46]=[C:45]([C:47]([F:48])([F:49])[F:50])[CH:44]=[CH:43][C:42]=1[C:12]1[CH:13]=[CH:14][CH:15]=[C:16]2[C:17]=1[CH:18]=[CH:19][C:10]([S:7]([N:6]([CH2:5][C:4]1[CH:34]=[CH:35][C:36]([O:38][CH3:39])=[CH:37][C:3]=1[O:2][CH3:1])[C:29]1[S:33][N:32]=[CH:31][N:30]=1)(=[O:9])=[O:8])=[CH:11]2.